The task is: Regression. Given a peptide amino acid sequence and an MHC pseudo amino acid sequence, predict their binding affinity value. This is MHC class II binding data.. This data is from Peptide-MHC class II binding affinity with 134,281 pairs from IEDB. The peptide sequence is TSKLDAAYKLAYKTA. The MHC is HLA-DQA10104-DQB10503 with pseudo-sequence HLA-DQA10104-DQB10503. The binding affinity (normalized) is 0.308.